This data is from Cav3 T-type calcium channel HTS with 100,875 compounds. The task is: Binary Classification. Given a drug SMILES string, predict its activity (active/inactive) in a high-throughput screening assay against a specified biological target. (1) The drug is Clc1c(NS(=O)(=O)c2c(n(c(=O)n(c2=O)C)C)C)cc(Cl)cc1. The result is 0 (inactive). (2) The compound is O=C(N1CC(CC1)c1ccccc1)CCCCCCN1C(=O)c2c(C1=O)cccc2. The result is 1 (active). (3) The result is 0 (inactive). The compound is O=C(Nc1cc2nc(n(c2cc1)C)CCN1CCN(CC1)C)CC. (4) The drug is O=C1N(C(C(C(N1)CCc1ccccc1)C(=O)C)C)Cc1ccccc1. The result is 0 (inactive). (5) The molecule is S(=O)(=O)(Nc1sccn1)c1ccc(NCc2c(O)c(OC)ccc2)cc1. The result is 0 (inactive). (6) The result is 0 (inactive). The compound is Clc1ccc(Nc2scc(n2)c2cccnc2)cc1.